Dataset: Forward reaction prediction with 1.9M reactions from USPTO patents (1976-2016). Task: Predict the product of the given reaction. (1) Given the reactants COC(=O)[CH2:4][NH:5][CH2:6][C@H:7]([NH:14][C:15]([O:17]CC1C=CC=CC=1)=O)[CH:8]1[CH2:13][CH2:12][CH2:11][CH2:10][CH2:9]1.N#N, predict the reaction product. The product is: [CH:8]1([C@H:7]2[NH:14][C:15](=[O:17])[CH2:4][NH:5][CH2:6]2)[CH2:13][CH2:12][CH2:11][CH2:10][CH2:9]1. (2) Given the reactants [Cl:1][C:2]1[C:3](Cl)=[N:4][C:5]([O:10][CH2:11][CH2:12][O:13][CH:14]([CH3:16])[CH3:15])=[C:6]([CH:9]=1)[C:7]#[N:8].[CH3:18][CH:19]1[O:23][B:22]([OH:24])[C:21]2[CH:25]=[CH:26][C:27]([OH:29])=[CH:28][C:20]1=2, predict the reaction product. The product is: [Cl:1][C:2]1[C:3]([O:29][C:27]2[CH:26]=[CH:25][C:21]3[B:22]([OH:24])[O:23][CH:19]([CH3:18])[C:20]=3[CH:28]=2)=[N:4][C:5]([O:10][CH2:11][CH2:12][O:13][CH:14]([CH3:16])[CH3:15])=[C:6]([CH:9]=1)[C:7]#[N:8]. (3) Given the reactants [CH3:1][S:2]([C:5]1[CH:6]=[CH:7][C:8]([O:11][C:12]2[CH:13]=[C:14]3[C:18](=[C:19]([O:21][CH:22]4[CH2:27][CH2:26][O:25][CH2:24][CH2:23]4)[CH:20]=2)[NH:17][C:16]([C:28]2[S:29][CH:30]([CH2:33][C:34]([OH:36])=O)[CH2:31][N:32]=2)=[CH:15]3)=[N:9][CH:10]=1)(=[O:4])=[O:3].[N:37]1(O)[C:41]2C=CC=CC=2N=N1.Cl.CN(C)CCCN=C=NCC.Cl.CN.C(=O)([O-])O.[Na+], predict the reaction product. The product is: [CH3:41][NH:37][C:34](=[O:36])[CH2:33][CH:30]1[S:29][C:28]([C:16]2[NH:17][C:18]3[C:14]([CH:15]=2)=[CH:13][C:12]([O:11][C:8]2[CH:7]=[CH:6][C:5]([S:2]([CH3:1])(=[O:4])=[O:3])=[CH:10][N:9]=2)=[CH:20][C:19]=3[O:21][CH:22]2[CH2:23][CH2:24][O:25][CH2:26][CH2:27]2)=[N:32][CH2:31]1.